Dataset: Reaction yield outcomes from USPTO patents with 853,638 reactions. Task: Predict the reaction yield, written as a fraction of the theoretical maximum amount of product (1.0 means a 100% yield; for example, 0.34 means a 34% yield). (1) The product is [C:2]([C:3]1[O:5][CH:6]=[C:7]([C:9]2[CH:14]=[CH:13][C:12]([CH3:15])=[CH:11][CH:10]=2)[N:22]=1)([CH3:17])([CH3:16])[CH3:1]. The yield is 0.270. The reactants are [CH3:1][C:2]([CH3:17])([CH3:16])[C:3]([O:5][CH2:6][C:7]([C:9]1[CH:14]=[CH:13][C:12]([CH3:15])=[CH:11][CH:10]=1)=O)=O.C([O-])(=O)C.[NH4+:22].C(=O)([O-])[O-].[Na+].[Na+]. The catalyst is C(O)(=O)C. (2) The catalyst is C(Cl)Cl. The yield is 0.953. The reactants are C(N(CC)CC)C.[CH3:8][C@H:9]1[C:17]2[C:16]([N:18]3[CH2:23][CH2:22][N:21]([C:24]([O:26][C:27]([CH3:30])([CH3:29])[CH3:28])=[O:25])[CH2:20][CH2:19]3)=[N:15][CH:14]=[N:13][C:12]=2[C:11](=[O:31])[CH2:10]1.O[C@H]1C2N=CN=C(N3CCN(C(OC(C)(C)C)=O)CC3)C=2[C@H](C)C1. The product is [OH:31][C@@H:11]1[C:12]2[N:13]=[CH:14][N:15]=[C:16]([N:18]3[CH2:23][CH2:22][N:21]([C:24]([O:26][C:27]([CH3:30])([CH3:29])[CH3:28])=[O:25])[CH2:20][CH2:19]3)[C:17]=2[C@H:9]([CH3:8])[CH2:10]1. (3) The reactants are [Na].[CH3:2][O:3][CH:4]([O:16][CH3:17])[C:5]1[CH:12]=[C:11]([S:13][CH3:14])[C:8]([C:9]#[N:10])=[C:7]([OH:15])[N:6]=1.I[CH:19]([CH3:21])[CH3:20]. The catalyst is CN(C=O)C. The product is [CH3:17][O:16][CH:4]([O:3][CH3:2])[C:5]1[CH:12]=[C:11]([S:13][CH3:14])[C:8]([C:9]#[N:10])=[C:7]([O:15][CH:19]([CH3:21])[CH3:20])[N:6]=1. The yield is 0.800. (4) The reactants are S([O-])([O:4][CH2:5][C:6]([O:15][CH2:16][CH2:17][CH2:18][CH2:19][CH2:20][CH3:21])([O:8][CH2:9][CH2:10][CH2:11][CH2:12][CH2:13][CH3:14])[CH3:7])(=O)=O.[Na+].[OH2:24]. The catalyst is C1(C)C=CC=CC=1.CC1C=CC(S(O)(=O)=O)=CC=1. The product is [CH2:9]([O:8][C:6]([O:15][CH2:16][CH2:17][CH2:18][CH2:19][CH2:20][CH3:21])([CH3:7])[C:5]([O:24][CH2:9][CH2:10][CH2:11][CH2:12][CH2:13][CH3:14])=[O:4])[CH2:10][CH2:11][CH2:12][CH2:13][CH3:14]. The yield is 0.840. (5) The reactants are [CH3:1][S:2]([C:5]1[CH:10]=[CH:9][C:8]([NH:11][C:12]([C:14]2[CH:19]=[CH:18][N:17]=[CH:16][CH:15]=2)=[NH:13])=[CH:7][CH:6]=1)(=[O:4])=[O:3].C(=O)(O)[O-].[Na+].Br[CH2:26][C:27](=[O:32])[C:28]([F:31])([F:30])[F:29]. The catalyst is C(O)(C)C. The product is [OH:32][C:27]1([C:28]([F:31])([F:30])[F:29])[CH2:26][N:11]([C:8]2[CH:7]=[CH:6][C:5]([S:2]([CH3:1])(=[O:4])=[O:3])=[CH:10][CH:9]=2)[C:12]([C:14]2[CH:15]=[CH:16][N:17]=[CH:18][CH:19]=2)=[N:13]1. The yield is 0.230. (6) The reactants are [C:1]([C:5]1[CH:10]=[CH:9][C:8]([NH:11][C:12](=[O:21])[NH:13][CH2:14][CH2:15][C:16]([O:18]CC)=[O:17])=[CH:7][CH:6]=1)([CH3:4])([CH3:3])[CH3:2].[OH-].[Na+].Cl. The catalyst is C1COCC1.O. The product is [C:1]([C:5]1[CH:6]=[CH:7][C:8]([NH:11][C:12](=[O:21])[NH:13][CH2:14][CH2:15][C:16]([OH:18])=[O:17])=[CH:9][CH:10]=1)([CH3:4])([CH3:2])[CH3:3]. The yield is 0.990. (7) The reactants are [CH3:1][C:2]1([CH3:18])[CH2:16][C:6]2[N:7]=[C:8]([N:10]3[CH2:15][CH2:14][O:13][CH2:12][CH2:11]3)[S:9][C:5]=2[C:4](=[O:17])[CH2:3]1.[H-].[H-].[H-].[H-].[Li+].[Al+3].[OH-].[Na+]. The catalyst is C1COCC1. The product is [CH3:1][C:2]1([CH3:18])[CH2:16][C:6]2[N:7]=[C:8]([N:10]3[CH2:11][CH2:12][O:13][CH2:14][CH2:15]3)[S:9][C:5]=2[CH:4]([OH:17])[CH2:3]1. The yield is 0.520.